Dataset: Catalyst prediction with 721,799 reactions and 888 catalyst types from USPTO. Task: Predict which catalyst facilitates the given reaction. (1) Reactant: [Cl:1][CH2:2][C@H:3]1[CH2:7][O:6][S:5](=[O:9])(=[O:8])[O:4]1.[NH2:10][C:11]1[CH:16]=[CH:15][C:14]([N:17]2[CH2:22][CH2:21][O:20][CH2:19][C:18]2=[O:23])=[CH:13][CH:12]=1.C(=O)([O-])[O-].[K+:28].[K+]. Product: [K+:28].[Cl:1][CH2:2][C@H:3]([O:4][S:5](=[O:9])(=[O:8])[O-:6])[CH2:7][NH:10][C:11]1[CH:12]=[CH:13][C:14]([N:17]2[CH2:22][CH2:21][O:20][CH2:19][C:18]2=[O:23])=[CH:15][CH:16]=1. The catalyst class is: 10. (2) Reactant: Br[CH2:2][C:3]1[CH:8]=[CH:7][C:6]([C:9]2[CH:13]=[C:12]([C:14]([NH2:16])=[O:15])[O:11][N:10]=2)=[CH:5][CH:4]=1.[Cl:17][C:18]1[C:19]([CH3:25])=[C:20]([OH:24])[CH:21]=[CH:22][CH:23]=1.C([O-])([O-])=O.[K+].[K+]. Product: [Cl:17][C:18]1[C:19]([CH3:25])=[C:20]([CH:21]=[CH:22][CH:23]=1)[O:24][CH2:2][C:3]1[CH:8]=[CH:7][C:6]([C:9]2[CH:13]=[C:12]([C:14]([NH2:16])=[O:15])[O:11][N:10]=2)=[CH:5][CH:4]=1. The catalyst class is: 23. (3) Reactant: C(OC([NH:8][C:9]1[C:10]([N:27]2[CH2:32][CH2:31][CH2:30][C@H:29]([NH:33][C:34](=[O:40])[O:35][C:36](C)(C)[CH3:37])[CH2:28]2)=[C:11]2[CH:17]=[N:16][N:15]([CH2:18][C:19]3[CH:24]=[CH:23][C:22]([O:25][CH3:26])=[CH:21][CH:20]=3)[C:12]2=[N:13][CH:14]=1)=O)(C)(C)C.Cl.O1CCO[CH2:44][CH2:43]1.C(OC(OC(C)(C)C)=O)(OC(C)(C)C)=O.C(N(CC)CC)C. Product: [NH2:8][C:9]1[C:10]([N:27]2[CH2:32][CH2:31][CH2:30][C@H:29]([NH:33][C:34](=[O:40])[O:35][CH2:36][CH2:37][CH2:43][CH3:44])[CH2:28]2)=[C:11]2[CH:17]=[N:16][N:15]([CH2:18][C:19]3[CH:20]=[CH:21][C:22]([O:25][CH3:26])=[CH:23][CH:24]=3)[C:12]2=[N:13][CH:14]=1. The catalyst class is: 49. (4) Reactant: [CH2:1]([N:4]([S:27]([CH2:30][C:31]1[CH:36]=[CH:35][CH:34]=[CH:33][CH:32]=1)(=[O:29])=[O:28])[C:5]([CH:7]1[CH2:12][CH2:11][N:10]([C:13]2[NH:18][C:17](=[O:19])[C:16]([C:20]([O:22][CH2:23][CH3:24])=[O:21])=[CH:15][C:14]=2[C:25]#[N:26])[CH2:9][CH2:8]1)=[O:6])[CH:2]=[CH2:3].C(N(CC)CC)C.[F:44][C:45]([F:58])([F:57])[S:46](O[S:46]([C:45]([F:58])([F:57])[F:44])(=[O:48])=[O:47])(=[O:48])=[O:47].C([O-])(O)=O.[Na+]. Product: [CH2:1]([N:4]([S:27]([CH2:30][C:31]1[CH:32]=[CH:33][CH:34]=[CH:35][CH:36]=1)(=[O:29])=[O:28])[C:5]([CH:7]1[CH2:12][CH2:11][N:10]([C:13]2[C:14]([C:25]#[N:26])=[CH:15][C:16]([C:20]([O:22][CH2:23][CH3:24])=[O:21])=[C:17]([O:19][S:46]([C:45]([F:58])([F:57])[F:44])(=[O:48])=[O:47])[N:18]=2)[CH2:9][CH2:8]1)=[O:6])[CH:2]=[CH2:3]. The catalyst class is: 2. (5) Reactant: [H-].[Na+].[CH3:3][CH:4]([CH3:7])[CH2:5][OH:6].Cl[C:9]1[N:14]=[CH:13][N:12]=[C:11]([N:15]2[CH2:20][CH2:19][N:18]([C:21]([C:23]3[CH:28]=[CH:27][C:26]([CH3:29])=[C:25]([F:30])[CH:24]=3)=[O:22])[CH2:17][CH2:16]2)[CH:10]=1. Product: [F:30][C:25]1[CH:24]=[C:23]([C:21]([N:18]2[CH2:19][CH2:20][N:15]([C:11]3[CH:10]=[C:9]([O:6][CH2:5][CH:4]([CH3:7])[CH3:3])[N:14]=[CH:13][N:12]=3)[CH2:16][CH2:17]2)=[O:22])[CH:28]=[CH:27][C:26]=1[CH3:29]. The catalyst class is: 3. (6) Product: [CH:16]1([CH2:15][N:3]2[C:7]3=[N:8][CH:9]=[CH:10][CH:11]=[C:6]3[CH:5]=[C:4]2[CH:12]=[O:13])[CH2:18][CH2:17]1. The catalyst class is: 454. Reactant: [H-].[Na+].[NH:3]1[C:7]2=[N:8][CH:9]=[CH:10][CH:11]=[C:6]2[CH:5]=[C:4]1[CH:12]=[O:13].Br[CH2:15][CH:16]1[CH2:18][CH2:17]1.